Dataset: NCI-60 drug combinations with 297,098 pairs across 59 cell lines. Task: Regression. Given two drug SMILES strings and cell line genomic features, predict the synergy score measuring deviation from expected non-interaction effect. (1) Drug 1: CC1=C(C=C(C=C1)NC2=NC=CC(=N2)N(C)C3=CC4=NN(C(=C4C=C3)C)C)S(=O)(=O)N.Cl. Drug 2: CCN(CC)CCNC(=O)C1=C(NC(=C1C)C=C2C3=C(C=CC(=C3)F)NC2=O)C. Cell line: SNB-75. Synergy scores: CSS=-1.67, Synergy_ZIP=1.34, Synergy_Bliss=1.76, Synergy_Loewe=-2.96, Synergy_HSA=-2.76. (2) Drug 1: CC1OCC2C(O1)C(C(C(O2)OC3C4COC(=O)C4C(C5=CC6=C(C=C35)OCO6)C7=CC(=C(C(=C7)OC)O)OC)O)O. Drug 2: C1CCC(C(C1)N)N.C(=O)(C(=O)[O-])[O-].[Pt+4]. Cell line: OVCAR-5. Synergy scores: CSS=25.8, Synergy_ZIP=-7.12, Synergy_Bliss=-1.28, Synergy_Loewe=-0.0508, Synergy_HSA=1.32.